Predict the reactants needed to synthesize the given product. From a dataset of Full USPTO retrosynthesis dataset with 1.9M reactions from patents (1976-2016). (1) Given the product [CH2:1]([N:8]1[C@@H:13]([CH2:14][O:15][CH2:47][C:48]([F:51])([F:50])[F:49])[CH2:12][O:11][C@@H:10]([C:16]([N:18]([CH:39]2[CH2:40][CH2:41]2)[C@@H:19]([C:21]2[C:29]3[C:24](=[N:25][C:26]([CH3:30])=[CH:27][CH:28]=3)[N:23]([CH2:31][CH2:32][CH2:33][NH:34][C:35](=[O:38])[O:36][CH3:37])[N:22]=2)[CH3:20])=[O:17])[CH2:9]1)[C:2]1[CH:7]=[CH:6][CH:5]=[CH:4][CH:3]=1, predict the reactants needed to synthesize it. The reactants are: [CH2:1]([N:8]1[C@@H:13]([CH2:14][OH:15])[CH2:12][O:11][C@@H:10]([C:16]([N:18]([CH:39]2[CH2:41][CH2:40]2)[C@@H:19]([C:21]2[C:29]3[C:24](=[N:25][C:26]([CH3:30])=[CH:27][CH:28]=3)[N:23]([CH2:31][CH2:32][CH2:33][NH:34][C:35](=[O:38])[O:36][CH3:37])[N:22]=2)[CH3:20])=[O:17])[CH2:9]1)[C:2]1[CH:7]=[CH:6][CH:5]=[CH:4][CH:3]=1.[H-].[Na+].FC(F)(S(O[CH2:47][C:48]([F:51])([F:50])[F:49])(=O)=O)C(F)(F)[C:47](F)(F)[C:48]([F:51])([F:50])[F:49]. (2) The reactants are: C(O[C:6]([NH:8][C:9]1([C:12]2[NH:13][C:14]([C:22]3[CH:31]=[CH:30][CH:29]=[C:28]4[C:23]=3[N:24]=[C:25]([NH:33][CH2:34][CH:35]([F:37])[F:36])[C:26]([CH3:32])=[N:27]4)=[CH:15][C:16]=2C(OCC)=O)[CH2:11][CH2:10]1)=[O:7])(C)(C)C.Cl.NC1(C2NC(C3C=CC=C4C=3N=C(NCC(F)F)C(C)=N4)=CC=2C(O)=O)CC1.Cl.NC1(C2NC(C3C=CC=C4C=3N=C(NC(C)(C)C)C(C)=N4)=CC=2C(O)=O)CC1.CCN(C(C)C)C(C)C.F[P-](F)(F)(F)(F)F.N1(O[P+](N2CCCC2)(N2CCCC2)N2CCCC2)C2C=CC=CC=2N=N1. Given the product [F:36][CH:35]([F:37])[CH2:34][NH:33][C:25]1[C:26]([CH3:32])=[N:27][C:28]2[C:23]([N:24]=1)=[C:22]([C:14]1[NH:13][C:12]3[C:9]4([CH2:10][CH2:11]4)[NH:8][C:6](=[O:7])[C:16]=3[CH:15]=1)[CH:31]=[CH:30][CH:29]=2, predict the reactants needed to synthesize it. (3) Given the product [CH3:16][C:11]1([CH3:17])[C:12]([CH3:15])([CH3:14])[O:13][B:9]([C:4]2[CH:5]=[CH:6][CH:7]=[CH:8][C:3]=2[CH2:2][P:18](=[O:25])([O:22][CH2:23][CH3:24])[O:19][CH2:20][CH3:21])[O:10]1, predict the reactants needed to synthesize it. The reactants are: Br[CH2:2][C:3]1[CH:8]=[CH:7][CH:6]=[CH:5][C:4]=1[B:9]1[O:13][C:12]([CH3:15])([CH3:14])[C:11]([CH3:17])([CH3:16])[O:10]1.[P:18]([O:25]CC)([O:22][CH2:23][CH3:24])[O:19][CH2:20][CH3:21]. (4) The reactants are: [C:1]([O:5][C:6]([N:8]1[CH2:12][C@@H:11]([CH2:13][NH:14][C:15]([O:17][C:18]([CH3:21])([CH3:20])[CH3:19])=[O:16])[CH2:10][C@@H:9]1/[CH:22]=[CH:23]/[O:24]C)=[O:7])([CH3:4])([CH3:3])[CH3:2].FC(F)(F)C(O)=O.C(OCC)(=O)C.C(=O)(O)[O-].[Na+]. Given the product [C:1]([O:5][C:6]([N:8]1[CH2:12][C@@H:11]([CH2:13][NH:14][C:15]([O:17][C:18]([CH3:21])([CH3:20])[CH3:19])=[O:16])[CH2:10][C@@H:9]1[CH2:22][CH:23]=[O:24])=[O:7])([CH3:2])([CH3:4])[CH3:3], predict the reactants needed to synthesize it. (5) Given the product [F:37][C:35]([F:38])([F:36])[C:32]1[CH:33]=[CH:34][C:29]([O:28][C:27]2[CH:26]=[C:25]([CH:41]=[CH:40][CH:39]=2)[CH:24]=[C:21]2[CH2:22][CH2:23][N:18]([C:9]([NH:8][C:5]3[CH:6]=[N:7][C:2]([Br:1])=[CH:3][CH:4]=3)=[O:10])[CH2:19][CH2:20]2)=[N:30][CH:31]=1, predict the reactants needed to synthesize it. The reactants are: [Br:1][C:2]1[N:7]=[CH:6][C:5]([NH:8][C:9](=O)[O:10]C2C=CC=CC=2)=[CH:4][CH:3]=1.[NH:18]1[CH2:23][CH2:22][C:21](=[CH:24][C:25]2[CH:26]=[C:27]([CH:39]=[CH:40][CH:41]=2)[O:28][C:29]2[CH:34]=[CH:33][C:32]([C:35]([F:38])([F:37])[F:36])=[CH:31][N:30]=2)[CH2:20][CH2:19]1.C(N(CC)CC)C. (6) Given the product [Br:14][CH2:15][CH2:16][N:4]1[CH2:5][CH2:6][N:1]([C:7]([O:9][C:10]([CH3:13])([CH3:12])[CH3:11])=[O:8])[CH2:2][CH2:3]1, predict the reactants needed to synthesize it. The reactants are: [N:1]1([C:7]([O:9][C:10]([CH3:13])([CH3:12])[CH3:11])=[O:8])[CH2:6][CH2:5][NH:4][CH2:3][CH2:2]1.[Br:14][CH2:15][CH2:16]Br.CCN(C(C)C)C(C)C.